This data is from Peptide-MHC class II binding affinity with 134,281 pairs from IEDB. The task is: Regression. Given a peptide amino acid sequence and an MHC pseudo amino acid sequence, predict their binding affinity value. This is MHC class II binding data. (1) The peptide sequence is KKAAAAAAAAHAPK. The MHC is H-2-IAs with pseudo-sequence H-2-IAs. The binding affinity (normalized) is 0.302. (2) The peptide sequence is TQLATLRKLCIEGKI. The MHC is DRB1_0802 with pseudo-sequence DRB1_0802. The binding affinity (normalized) is 0.550. (3) The peptide sequence is NLADAVSKAPQLVPK. The MHC is HLA-DPA10301-DPB10402 with pseudo-sequence HLA-DPA10301-DPB10402. The binding affinity (normalized) is 0.0952. (4) The peptide sequence is VGADEDDIKATYDKG. The MHC is DRB1_1101 with pseudo-sequence DRB1_1101. The binding affinity (normalized) is 0.123. (5) The peptide sequence is DGQGKAVWGKNSCAK. The MHC is DRB1_0802 with pseudo-sequence DRB1_0802. The binding affinity (normalized) is 0.148.